From a dataset of Forward reaction prediction with 1.9M reactions from USPTO patents (1976-2016). Predict the product of the given reaction. (1) Given the reactants CCN(CC)CC.[C:8]1([N:14]=[C:15]=[O:16])[CH:13]=[CH:12][CH:11]=[CH:10][CH:9]=1.[NH2:17][C:18]1[CH:19]=[C:20]([C:24]2[N:25]=[C:26]3[C:32]4[CH:33]=[CH:34][CH:35]=[CH:36][C:31]=4[NH:30][C:29]4[N:37]=[CH:38][CH:39]=[CH:40][C:28]=4[N:27]3[C:41]=2[C:42]2[CH:47]=[CH:46][C:45]([C:48]3([NH:52][C:53](=[O:59])[O:54][C:55]([CH3:58])([CH3:57])[CH3:56])[CH2:51][CH2:50][CH2:49]3)=[CH:44][CH:43]=2)[CH:21]=[CH:22][CH:23]=1, predict the reaction product. The product is: [NH:14]([C:15]([NH:17][C:18]1[CH:19]=[C:20]([C:24]2[N:25]=[C:26]3[C:32]4[CH:33]=[CH:34][CH:35]=[CH:36][C:31]=4[NH:30][C:29]4[N:37]=[CH:38][CH:39]=[CH:40][C:28]=4[N:27]3[C:41]=2[C:42]2[CH:47]=[CH:46][C:45]([C:48]3([NH:52][C:53](=[O:59])[O:54][C:55]([CH3:57])([CH3:56])[CH3:58])[CH2:49][CH2:50][CH2:51]3)=[CH:44][CH:43]=2)[CH:21]=[CH:22][CH:23]=1)=[O:16])[C:8]1[CH:13]=[CH:12][CH:11]=[CH:10][CH:9]=1. (2) Given the reactants Cl[C:2]1[CH2:6][C@H:5]([CH:7]2[CH2:11][CH2:10][CH2:9][CH2:8]2)[N:4]([C:12]2[CH:19]=[CH:18][C:15]([C:16]#[N:17])=[C:14]([CH3:20])[N:13]=2)[N:3]=1.[CH3:21][O:22][C:23]1[N:31]=[C:30](B2OC(C)(C)C(C)(C)O2)[CH:29]=[CH:28][C:24]=1[C:25]([NH2:27])=[O:26].C(=O)([O-])[O-].[Na+].[Na+], predict the reaction product. The product is: [C:16]([C:15]1[CH:18]=[CH:19][C:12]([N:4]2[C@@H:5]([CH:7]3[CH2:11][CH2:10][CH2:9][CH2:8]3)[CH2:6][C:2]([C:30]3[CH:29]=[CH:28][C:24]([C:25]([NH2:27])=[O:26])=[C:23]([O:22][CH3:21])[N:31]=3)=[N:3]2)=[N:13][C:14]=1[CH3:20])#[N:17]. (3) Given the reactants [CH3:1][S:2]([C:8]1[CH:13]=[CH:12][CH:11]=[C:10]([N+:14]([O-])=O)[CH:9]=1)(=[N:4][N+:5]([O-:7])=[O:6])=[O:3].[OH-].[Na+], predict the reaction product. The product is: [NH2:14][C:10]1[CH:9]=[C:8]([S:2]([CH3:1])(=[N:4][N+:5]([O-:7])=[O:6])=[O:3])[CH:13]=[CH:12][CH:11]=1.